Dataset: Full USPTO retrosynthesis dataset with 1.9M reactions from patents (1976-2016). Task: Predict the reactants needed to synthesize the given product. (1) Given the product [CH:24]([C:26]1[CH:31]=[CH:30][CH:29]=[CH:28][C:27]=1[C:21]1[S:20][C:14]2=[N:15][CH:16]=[C:17]([C:18]#[N:19])[C:12]([NH:11][C:6]3[CH:7]=[CH:8][CH:9]=[C:10]4[C:5]=3[CH:4]=[CH:3][NH:2]4)=[C:13]2[CH:22]=1)=[O:25], predict the reactants needed to synthesize it. The reactants are: Cl.[NH:2]1[C:10]2[C:5](=[C:6]([NH:11][C:12]3[C:17]([C:18]#[N:19])=[CH:16][N:15]=[C:14]4[S:20][C:21](I)=[CH:22][C:13]=34)[CH:7]=[CH:8][CH:9]=2)[CH:4]=[CH:3]1.[CH:24]([C:26]1[CH:31]=[CH:30][CH:29]=[CH:28][C:27]=1B(O)O)=[O:25].C(OCC)(=O)C.O. (2) Given the product [Br:15][CH2:13][C:11]1[C:10]([F:14])=[CH:9][C:3]([C:4]([O:6][CH2:7][CH3:8])=[O:5])=[C:2]([F:1])[CH:12]=1, predict the reactants needed to synthesize it. The reactants are: [F:1][C:2]1[CH:12]=[C:11]([CH3:13])[C:10]([F:14])=[CH:9][C:3]=1[C:4]([O:6][CH2:7][CH3:8])=[O:5].[Br:15]N1C(=O)CCC1=O.C(N(CC)C(C)C)(C)C.P([O-])(OCC)(OCC)=O. (3) Given the product [CH3:1][O:2][C:3]([C:5]1[C:6](=[O:17])[S:7][C:8]2[C:13]([C:14]=1[OH:15])=[CH:12][CH:11]=[C:10]([CH2:18][C:19]1[CH:24]=[CH:23][CH:22]=[CH:21][CH:20]=1)[CH:9]=2)=[O:4], predict the reactants needed to synthesize it. The reactants are: [CH3:1][O:2][C:3]([C:5]1[C:6](=[O:17])[S:7][C:8]2[C:13]([C:14]=1[OH:15])=[CH:12][CH:11]=[C:10](Br)[CH:9]=2)=[O:4].[CH2:18]([B-](F)(F)F)[C:19]1[CH:24]=[CH:23][CH:22]=[CH:21][CH:20]=1.[K+].C([O-])([O-])=O.[Cs+].[Cs+].Cl. (4) Given the product [F:32][CH:30]([F:31])[C:22]1[C:23]2[C:28](=[CH:27][C:26]([Cl:29])=[CH:25][CH:24]=2)[N:20]([S:17]([C:15]2[CH:14]=[CH:13][C:12]([O:33][CH3:34])=[C:11]([N:8]3[CH2:9][CH2:10][NH:5][CH2:6][CH2:7]3)[CH:16]=2)(=[O:19])=[O:18])[CH:21]=1, predict the reactants needed to synthesize it. The reactants are: ClC(Cl)(Cl)C([N:5]1[CH2:10][CH2:9][N:8]([C:11]2[CH:16]=[C:15]([S:17]([N:20]3[C:28]4[C:23](=[CH:24][CH:25]=[C:26]([Cl:29])[CH:27]=4)[C:22]([CH:30]([F:32])[F:31])=[CH:21]3)(=[O:19])=[O:18])[CH:14]=[CH:13][C:12]=2[O:33][CH3:34])[CH2:7][CH2:6]1)=O.[OH-].[K+]. (5) Given the product [CH:3]([Si:2]([CH:9]([CH3:11])[CH3:10])([CH:6]([CH3:8])[CH3:7])[O:12][CH2:13][CH2:14][C:15]1[CH:16]=[C:17]([CH:20]=[CH:21][CH:22]=1)[CH:18]=[O:19])([CH3:5])[CH3:4], predict the reactants needed to synthesize it. The reactants are: Cl[Si:2]([CH:9]([CH3:11])[CH3:10])([CH:6]([CH3:8])[CH3:7])[CH:3]([CH3:5])[CH3:4].[OH:12][CH2:13][CH2:14][C:15]1[CH:16]=[C:17]([CH:20]=[CH:21][CH:22]=1)[CH:18]=[O:19].N1C=CN=C1. (6) Given the product [Cl:14][C:12]1[CH:11]=[CH:10][C:9]2[C:3](=[CH:2][C:26]3[CH:25]=[C:24]([NH:23][S:20]([CH3:19])(=[O:22])=[O:21])[CH:29]=[CH:28][CH:27]=3)[C:4]3[CH:18]=[CH:17][CH:16]=[CH:15][C:5]=3[CH2:6][CH2:7][C:8]=2[CH:13]=1, predict the reactants needed to synthesize it. The reactants are: Br[CH:2]=[C:3]1[C:9]2[CH:10]=[CH:11][C:12]([Cl:14])=[CH:13][C:8]=2[CH2:7][CH2:6][C:5]2[CH:15]=[CH:16][CH:17]=[CH:18][C:4]1=2.[CH3:19][S:20]([NH:23][C:24]1[CH:25]=[C:26](B(O)O)[CH:27]=[CH:28][CH:29]=1)(=[O:22])=[O:21].